From a dataset of Catalyst prediction with 721,799 reactions and 888 catalyst types from USPTO. Predict which catalyst facilitates the given reaction. (1) Reactant: Cl[C:2]1[CH:3]=[CH:4][C:5]([N+:10]([O-:12])=[O:11])=[C:6]([CH:9]=1)[CH2:7][OH:8].[NH:13]1[CH2:18][CH2:17][O:16][CH2:15][CH2:14]1.C([O-])([O-])=O.[K+].[K+]. Product: [N:13]1([C:2]2[CH:3]=[CH:4][C:5]([N+:10]([O-:12])=[O:11])=[C:6]([CH2:7][OH:8])[CH:9]=2)[CH2:18][CH2:17][O:16][CH2:15][CH2:14]1. The catalyst class is: 3. (2) Reactant: [H-].[Na+].[NH2:3][C:4]1[N:9]=[CH:8][C:7]([CH2:10][CH:11]([C:15]2[N:16]=[CH:17][NH:18][CH:19]=2)[C:12]([OH:14])=[O:13])=[CH:6][CH:5]=1.CS(O[CH2:25][C:26]1[CH:30]=[C:29]([C:31]2[S:32][C:33]([Cl:36])=[CH:34][CH:35]=2)[O:28][N:27]=1)(=O)=O.[C:37](OCC)(=O)[CH3:38]. Product: [NH2:3][C:4]1[N:9]=[CH:8][C:7]([CH2:10][C@@H:11]([C:15]2[N:16]=[CH:17][N:18]([CH2:25][C:26]3[CH:30]=[C:29]([C:31]4[S:32][C:33]([Cl:36])=[CH:34][CH:35]=4)[O:28][N:27]=3)[CH:19]=2)[C:12]([O:14][CH2:37][CH3:38])=[O:13])=[CH:6][CH:5]=1. The catalyst class is: 3. (3) Reactant: [N+:1]([O-:4])([OH:3])=[O:2].[NH2:5][CH2:6][CH2:7][S:8]([OH:11])(=[O:10])=[O:9].[N+:12]([O-:15])([OH:14])=[O:13].[NH2:16][CH2:17][CH2:18][S:19]([OH:22])(=[O:21])=[O:20]. Product: [N+:1]([O-:4])([OH:3])=[O:2].[N+:12]([O-:15])([OH:14])=[O:13].[NH2:5][CH2:6][CH2:7][S:8]([OH:11])(=[O:10])=[O:9].[N+:1]([O-:4])([OH:3])=[O:2].[N+:1]([O-:4])([OH:3])=[O:2].[N+:1]([O-:4])([OH:3])=[O:2].[NH2:16][CH2:17][CH2:18][S:19]([OH:22])(=[O:21])=[O:20]. The catalyst class is: 6.